From a dataset of Full USPTO retrosynthesis dataset with 1.9M reactions from patents (1976-2016). Predict the reactants needed to synthesize the given product. (1) The reactants are: [NH2:1][C:2]1[CH:3]=[C:4]([C@H:17]([CH3:23])[CH2:18][C:19]([O:21]C)=[O:20])[CH:5]=[CH:6][C:7]=1[N:8]([CH2:13][CH:14]([CH3:16])[CH3:15])[CH2:9][CH:10]([CH3:12])[CH3:11].[C:24]1([CH3:33])[CH:29]=[CH:28][C:27]([N:30]=[C:31]=[O:32])=[CH:26][CH:25]=1. Given the product [CH2:9]([N:8]([CH2:13][CH:14]([CH3:16])[CH3:15])[C:7]1[CH:6]=[CH:5][C:4]([C@H:17]([CH3:23])[CH2:18][C:19]([OH:21])=[O:20])=[CH:3][C:2]=1[NH:1][C:31]([NH:30][C:27]1[CH:28]=[CH:29][C:24]([CH3:33])=[CH:25][CH:26]=1)=[O:32])[CH:10]([CH3:11])[CH3:12], predict the reactants needed to synthesize it. (2) Given the product [CH2:1]([C:3]1[S:4][C:5]([CH3:12])=[C:6]([CH2:8][OH:9])[N:7]=1)[CH3:2], predict the reactants needed to synthesize it. The reactants are: [CH2:1]([C:3]1[S:4][C:5]([CH3:12])=[C:6]([C:8](OC)=[O:9])[N:7]=1)[CH3:2].[H-].[Al+3].[Li+].[H-].[H-].[H-].O.O.O.O.O.O.O.O.O.O.S([O-])([O-])(=O)=O.[Na+].[Na+]. (3) Given the product [CH2:1]([O:8][C:9]([NH:11][C@H:12]([C:20]([NH:22][CH2:23][C@@H:24]([NH:37][C:103](=[O:105])[C@H:98]([CH2:99][CH:100]([CH3:102])[CH3:101])[NH:97][C:90]([O:92][C:93]([CH3:96])([CH3:95])[CH3:94])=[O:91])[CH:25]([CH3:27])[CH3:26])=[O:21])[CH2:13][C:14]1[CH:19]=[CH:18][CH:17]=[CH:16][CH:15]=1)=[O:10])[C:2]1[CH:7]=[CH:6][CH:5]=[CH:4][CH:3]=1, predict the reactants needed to synthesize it. The reactants are: [CH2:1]([O:8][C:9]([NH:11][C@H:12]([C:20]([NH:22][CH2:23][C@@H:24](NC(OC(C)(C)C)=O)[CH:25]([CH3:27])[CH3:26])=[O:21])[CH2:13][C:14]1[CH:19]=[CH:18][CH:17]=[CH:16][CH:15]=1)=[O:10])[C:2]1[CH:7]=[CH:6][CH:5]=[CH:4][CH:3]=1.Cl.[NH2:37][C@](NC(OC(C)(C)C)=O)(C(C)C)CNC(=O)[C@H](CC1C=CC=CC=1)NC(OCC1C=CC=CC=1)=O.C(N(CC)CC)C.C1C=CC2N(O)N=NC=2C=1.[C:90]([NH:97][C@H:98]([C:103]([OH:105])=O)[CH2:99][CH:100]([CH3:102])[CH3:101])([O:92][C:93]([CH3:96])([CH3:95])[CH3:94])=[O:91].C1CCC(N=C=NC2CCCCC2)CC1. (4) Given the product [CH3:1][N:2]1[C:10]2[C:5](=[N:6][C:7]([CH2:11][CH2:12][C:13]3[CH:18]=[CH:17][C:16]([C:19]([F:20])([F:22])[F:21])=[CH:15][CH:14]=3)=[N:8][CH:9]=2)[N:4]([C:23]([N:25]2[CH2:26][CH2:27][CH2:28][CH2:29]2)=[O:24])[C:3]1=[O:30], predict the reactants needed to synthesize it. The reactants are: [CH3:1][N:2]1[C:10]2[C:5](=[N:6][C:7](/[CH:11]=[CH:12]/[C:13]3[CH:18]=[CH:17][C:16]([C:19]([F:22])([F:21])[F:20])=[CH:15][CH:14]=3)=[N:8][CH:9]=2)[N:4]([C:23]([N:25]2[CH2:29][CH2:28][CH2:27][CH2:26]2)=[O:24])[C:3]1=[O:30]. (5) The reactants are: [CH3:1][C:2]1[C:6]2[C:7](=[O:19])[N:8]([CH2:11][CH2:12][N:13]3[CH2:18][CH2:17][CH2:16][CH2:15][CH2:14]3)[CH2:9][CH2:10][C:5]=2[NH:4][C:3]=1[CH:20]=O.[CH3:22][O:23][C:24]1[CH:32]=[C:31]2[C:27]([CH2:28][C:29](=[O:33])[NH:30]2)=[CH:26][CH:25]=1. Given the product [CH3:22][O:23][C:24]1[CH:32]=[C:31]2[C:27]([C:28](=[CH:20][C:3]3[NH:4][C:5]4[CH2:10][CH2:9][N:8]([CH2:11][CH2:12][N:13]5[CH2:14][CH2:15][CH2:16][CH2:17][CH2:18]5)[C:7](=[O:19])[C:6]=4[C:2]=3[CH3:1])[C:29](=[O:33])[NH:30]2)=[CH:26][CH:25]=1, predict the reactants needed to synthesize it. (6) Given the product [O:1]1[CH2:6][CH2:5][N:4]([C:7]2[C:8]3[N:9]([CH:24]=[C:25]([C:27]#[C:28][C:29]4[CH:38]=[CH:37][C:36]5[C:31](=[CH:32][CH:33]=[CH:34][CH:35]=5)[N:30]=4)[N:26]=3)[C:10]([C:13]3[CH:14]=[N:15][N:16]([CH2:18][C:19]([OH:21])=[O:20])[CH:17]=3)=[CH:11][N:12]=2)[CH2:3][CH2:2]1, predict the reactants needed to synthesize it. The reactants are: [O:1]1[CH2:6][CH2:5][N:4]([C:7]2[C:8]3[N:9]([CH:24]=[C:25]([C:27]#[C:28][C:29]4[CH:38]=[CH:37][C:36]5[C:31](=[CH:32][CH:33]=[CH:34][CH:35]=5)[N:30]=4)[N:26]=3)[C:10]([C:13]3[CH:14]=[N:15][N:16]([CH2:18][C:19]([O:21]CC)=[O:20])[CH:17]=3)=[CH:11][N:12]=2)[CH2:3][CH2:2]1.[OH-].[Na+].CCOC(C)=O.Cl. (7) Given the product [F:16][C:13]1[CH:14]=[CH:15][C:10]([C:8]2[O:9][C:5]3[CH:4]=[C:3]([N:22]4[CH2:26][CH2:25][CH2:24][C:23]4=[O:27])[C:2]([C:40]4[CH:41]=[CH:42][C:37]5[N:36]=[CH:35][N:34]([C:28]6[CH:29]=[CH:30][CH:31]=[CH:32][CH:33]=6)[C:38]=5[CH:39]=4)=[CH:21][C:6]=3[C:7]=2[C:17]([NH:19][CH3:20])=[O:18])=[CH:11][CH:12]=1, predict the reactants needed to synthesize it. The reactants are: Br[C:2]1[C:3]([N:22]2[CH2:26][CH2:25][CH2:24][C:23]2=[O:27])=[CH:4][C:5]2[O:9][C:8]([C:10]3[CH:15]=[CH:14][C:13]([F:16])=[CH:12][CH:11]=3)=[C:7]([C:17]([NH:19][CH3:20])=[O:18])[C:6]=2[CH:21]=1.[C:28]1([N:34]2[C:38]3[CH:39]=[C:40](B4OC(C)(C)C(C)(C)O4)[CH:41]=[CH:42][C:37]=3[N:36]=[CH:35]2)[CH:33]=[CH:32][CH:31]=[CH:30][CH:29]=1.[Br-]. (8) The reactants are: Cl.Cl.[N:3]12[CH2:10][CH2:9][CH:6]([CH2:7][CH2:8]1)[CH:5]([NH:11][C:12]([C:14]1[S:15][C:16]3[CH:22]=[CH:21][C:20]([NH2:23])=[CH:19][C:17]=3[CH:18]=1)=[O:13])[CH2:4]2.C(N(CC)CC)C.[C:31]([Cl:34])(=[O:33])[CH3:32]. Given the product [ClH:34].[N:3]12[CH2:8][CH2:7][CH:6]([CH2:9][CH2:10]1)[CH:5]([NH:11][C:12]([C:14]1[S:15][C:16]3[CH:22]=[CH:21][C:20]([NH:23][C:31](=[O:33])[CH3:32])=[CH:19][C:17]=3[CH:18]=1)=[O:13])[CH2:4]2, predict the reactants needed to synthesize it.